The task is: Binary Classification. Given a drug SMILES string, predict its activity (active/inactive) in a high-throughput screening assay against a specified biological target.. This data is from HIV replication inhibition screening data with 41,000+ compounds from the AIDS Antiviral Screen. (1) The molecule is O=C1c2ccccc2C(=O)N1CC=NNS(=O)(=O)c1cccc([N+](=O)[O-])c1. The result is 0 (inactive). (2) The compound is CCOP(=O)(OCC)C(C#N)=Cc1ccc(C(F)(F)F)cc1. The result is 0 (inactive). (3) The compound is Cl[Cu]Cl. The result is 0 (inactive). (4) The drug is O=S1(=O)N2CN3CN(C2)CN1C3. The result is 0 (inactive). (5) The compound is CCOC(=O)C(C(=S)NC)=C(N)N1CCCC1. The result is 0 (inactive). (6) The drug is O=C(O)c1nc2cc(C(F)(F)F)ccc2nc1Nc1ccc(F)cc1. The result is 0 (inactive). (7) The drug is CC1CNC2(c3ccccc3)CSC=C(c3ccccc3)N12. The result is 0 (inactive). (8) The compound is N=c1[nH]nc(CCc2n[nH]c(=N)[nH]2)[nH]1. The result is 0 (inactive). (9) The molecule is O=C(O)CN(c1ccccc1)S(=O)(=O)c1ccc(Cl)cc1. The result is 0 (inactive).